Dataset: Full USPTO retrosynthesis dataset with 1.9M reactions from patents (1976-2016). Task: Predict the reactants needed to synthesize the given product. (1) Given the product [O:1]([C:8]1[CH:9]=[CH:10][C:11]([CH:14]2[C:19]3=[N:20][S:21](=[O:25])(=[O:24])[CH2:22][CH2:23][N:18]3[CH2:17][CH2:16][CH2:15]2)=[CH:12][CH:13]=1)[C:2]1[CH:7]=[CH:6][CH:5]=[CH:4][CH:3]=1, predict the reactants needed to synthesize it. The reactants are: [O:1]([C:8]1[CH:13]=[CH:12][C:11]([C:14]2[C:19]3=[N:20][S:21](=[O:25])(=[O:24])[CH2:22][CH2:23][N:18]3[CH:17]=[CH:16][CH:15]=2)=[CH:10][CH:9]=1)[C:2]1[CH:7]=[CH:6][CH:5]=[CH:4][CH:3]=1. (2) Given the product [CH3:1][N:2]1[C:3]2=[C:4]3[C:5]([C:37]4[S:38][CH:39]=[C:35]([CH3:34])[N:36]=4)=[CH:6][CH2:7][NH:8][N:9]3[C:10]([C:18]3[CH:19]=[CH:20][CH:21]=[CH:22][CH:23]=3)=[C:11]2[C:12](=[O:17])[N:13]([CH3:16])[C:14]1=[O:15], predict the reactants needed to synthesize it. The reactants are: [CH3:1][N:2]1[C:14](=[O:15])[N:13]([CH3:16])[C:12](=[O:17])[C:11]2[C:3]1=[C:4]1[N:9]([C:10]=2[C:18]2[CH:23]=[CH:22][CH:21]=[CH:20][CH:19]=2)[NH:8][CH2:7][CH:6]=[C:5]1OS(C(F)(F)F)(=O)=O.[Li+].[Cl-].[CH3:34][C:35]1[N:36]=[C:37]([Sn](CCCC)(CCCC)CCCC)[S:38][CH:39]=1.